Dataset: Experimentally validated miRNA-target interactions with 360,000+ pairs, plus equal number of negative samples. Task: Binary Classification. Given a miRNA mature sequence and a target amino acid sequence, predict their likelihood of interaction. (1) The miRNA is rno-miR-16-5p with sequence UAGCAGCACGUAAAUAUUGGCG. The protein sequence of the target gene is MVPHLLLLCLLPLVRATEPHEGRADEQSAEAALAVPNASHFFSWNNYTFSDWQNFVGRRRYGAESQNPTVKALLIVAYSFIIVFSLFGNVLVCHVIFKNQRMHSATSLFIVNLAVADIMITLLNTPFTLVRFVNSTWIFGKGMCHVSRFAQYCSLHVSALTLTAIAVDRHQVIMHPLKPRISITKGVIYIAVIWTMATFFSLPHAICQKLFTFKYSEDIVRSLCLPDFPEPADLFWKYLDLATFILLYILPLLIISVAYARVAKKLWLCNMIGDVTTEQYFALRRKKKKTIKMLMLVVVL.... Result: 0 (no interaction). (2) The miRNA is hsa-miR-524-3p with sequence GAAGGCGCUUCCCUUUGGAGU. The protein sequence of the target gene is MEPWKQCAQWLIHCKVLPTNHRVTWDSAQVFDLAQTLRDGVLLCQLLNNLRAHSINLKEINLRPQMSQFLCLKNIRTFLTACCETFGMRKSELFEAFDLFDVRDFGKVIETLSRLSRTPIALATGIRPFPTEESINDEDIYKGLPDLIDETLVEDEEDLYDCVYGEDEGGEVYEDLMKAEEAHQPKCPENDIRSCCLAEIKQTEEKYTETLESIEKYFMAPLKRFLTAAEFDSVFINIPELVKLHRNLMQEIHDSIVNKNDQNLYQVFINYKERLVIYGQYCSGVESAISSLDYISKTKE.... Result: 1 (interaction). (3) The miRNA is hsa-miR-212-5p with sequence ACCUUGGCUCUAGACUGCUUACU. The protein sequence of the target gene is MVQSDTSKSPPVAAVAQESQMELLESAAPAGALGAQSYGKGARRKNRFKGSDGSTSSDTTSNSFVRQGSADSYTSRPSDSDVSLEEDREAVRREAERQAQAQLEKAKTKPVAFAVRTNVRYSAAQEDDVPVPGMAISFEAKDFLHVKEKFNNDWWIGRLVKEGCEIGFIPSPVKLENMRLQHEQRAKQGKFYSSKSGGNSSSSLGDIVPSSRKSTPPSSAIDIDATGLDAEENDIPANHRSPKPSANSVTSPHSKEKRMPFFKKTEHTPPYDVVPSMRPVVLVGPSLKGYEVTDMMQKAL.... Result: 0 (no interaction). (4) The miRNA is hsa-miR-146a-3p with sequence CCUCUGAAAUUCAGUUCUUCAG. The protein sequence of the target gene is MATARAKARGSEAGARCHRAPGPPPRPKARRTARRRRAETLTARRSRPSAGERRAGSQRAWSGAPRAAVFGDECARGALFKAWCVPCLVSLDTLQELCRKEKLTCKSIGITKRNLNNYEVEYLCDYKVAKGVEYYLVKWKGWPDSTNTWEPLRNLRCPQLLRQFSDDKKTYLAQERKCKAVNSKSLQPAIAEYIVQKAKQRIALQRWQDYLNRRKNHKGMIFVENTVDLEGPPLDFYYINEYRPAPGISINSEATFGCSCTDCFFDKCCPAEAGVVLAYNKKQQIKIQPGTPIYECNSRC.... Result: 0 (no interaction). (5) The miRNA is hsa-miR-8062 with sequence CAGUGAUUUGAGGAUUAUUGC. The protein sequence of the target gene is MIKCLSVEVQAKLRSGLAISSLGQCVEELALNSIDAEAKCVAVRVNMETFQVQVIDNGFGMGSDDVEKVGNRYFTSKCHSVQDLENPRFYGFRGEALANIADMASAVEISSKKNRTMKTFVKLFQSGKALKACEADVTRASAGTTVTVYNLFYQLPVRRKCMDPRLEFEKVRQRIEALSLMHPSISFSLRNDVSGSMVLQLPKTKDVCSRFCQIYGLGKSQKLREISFKYKEFELSGYISSEAHYNKNMQFLFVNKRLVLRTKLHKLIDFLLRKESIICKPKNGPTSRQMNSSLRHRSTP.... Result: 0 (no interaction). (6) The miRNA is hsa-miR-3671 with sequence AUCAAAUAAGGACUAGUCUGCA. The protein sequence of the target gene is MPWRRRRNRVSALEGGREEEAPPEAAAVPPALLTSPQQTEAAAERILLRGIFEIGRDSCDVVLSERALRWRPIQPERPAGDSKYDLLCKEEFIELKDIFSVKLKRRCSVKQQRSGTLLGITLFICLKKEQNKLKNSTLDLINLSEDHCDIWFRQFKKILAGFPNRPKSLKILLNPQSHKKEATQVYYEKVEPLLKLAGIKTDVTIMEYEGHALSLLKECELQGFDGGHRKPLFAIHWSVQRLFTGMQTLEPSVVCVGGDGSASEVAHALLLRAQKNAGMETDRILTPVRAQLPLGLIPAG.... Result: 1 (interaction). (7) Result: 0 (no interaction). The miRNA is hsa-miR-6891-3p with sequence CCCUCAUCUUCCCCUCCUUUC. The protein sequence of the target gene is MQPKVPLGSRKQKPCSDMGDVQRAARSRGSLSAHMLLLLLASITMLLCARGAHGRPTEEDEELVLPSLERAPGHDSTTTRLRLDAFGQQLHLKLQPDSGFLAPGFTLQTVGRSPGSEAQHLDPTGDLAHCFYSGTVNGDPGSAAALSLCEGVRGAFYLQGEEFFIQPAPGVATERLAPAVPEEESSARPQFHILRRRRRGSGGAKCGVMDDETLPTSDSRPESQNTRNQWPVRDPTPQDAGKPSGPGSIRKKRFVSSPRYVETMLVADQSMADFHGSGLKHYLLTLFSVAARFYKHPSIR.... (8) The miRNA is hsa-miR-1250-5p with sequence ACGGUGCUGGAUGUGGCCUUU. The protein sequence of the target gene is MPSATSHSGSGSKSSGPPPPSGSSGSEAAAGAAAPASQHPATGTGAVQTEAMKQILGVIDKKLRNLEKKKGKLDDYQERMNKGERLNQDQLDAVSKYQEVTNNLEFAKELQRSFMALSQDIQKTIKKTARREQLMREEAEQKRLKTVLELQYVLDKLGDDDVRTDLKQGLSGVPILSEEELSLLDEFYKLVDPERDMSLRLNEQYEHASIHLWDLLEGKEKPVCGTTYKALKEIVERVFQSNYFDSTHNHQNGLCEEEEAASAPTVEDQVAEAEPEPAEEYTEQSEVESTEYVNRQFMAE.... Result: 0 (no interaction).